The task is: Predict the reactants needed to synthesize the given product.. This data is from Full USPTO retrosynthesis dataset with 1.9M reactions from patents (1976-2016). (1) Given the product [C:50]([O:15][CH2:14][C:13]([CH3:17])([CH3:16])[CH2:12][N:11]1[C:5]2[CH:4]=[CH:3][C:2]([Cl:1])=[CH:43][C:6]=2[C@@H:7]([C:33]2[CH:38]=[CH:37][CH:36]=[C:35]([O:39][CH3:40])[C:34]=2[O:41][CH3:42])[O:8][C@H:9]([CH2:19][C:20]([NH:22][CH2:23][C:24]2[CH:32]=[CH:31][C:27]([C:28]([OH:30])=[O:29])=[CH:26][CH:25]=2)=[O:21])[C:10]1=[O:18])(=[O:52])[CH3:51], predict the reactants needed to synthesize it. The reactants are: [Cl:1][C:2]1[CH:3]=[CH:4][C:5]2[N:11]([CH2:12][C:13]([CH3:17])([CH3:16])[CH2:14][OH:15])[C:10](=[O:18])[C@@H:9]([CH2:19][C:20]([NH:22][CH2:23][C:24]3[CH:32]=[CH:31][C:27]([C:28]([OH:30])=[O:29])=[CH:26][CH:25]=3)=[O:21])[O:8][C@H:7]([C:33]3[CH:38]=[CH:37][CH:36]=[C:35]([O:39][CH3:40])[C:34]=3[O:41][CH3:42])[C:6]=2[CH:43]=1.N1C=CC=CC=1.[C:50](OCC)(=[O:52])[CH3:51].C(Cl)(=O)C. (2) Given the product [CH3:1][O:2][C:3]1[CH:4]=[CH:5][C:6]([C:12]([NH2:14])=[O:13])=[CH:7][C:8]=1[C:9]([NH:11][C:16]1[CH:25]=[CH:24][C:23]2[C:18](=[CH:19][CH:20]=[CH:21][CH:22]=2)[N:17]=1)=[O:10], predict the reactants needed to synthesize it. The reactants are: [CH3:1][O:2][C:3]1[C:8]([C:9]([NH2:11])=[O:10])=[CH:7][C:6]([C:12]([NH2:14])=[O:13])=[CH:5][CH:4]=1.N[C:16]1[CH:25]=[CH:24][C:23]2[C:18](=[CH:19][CH:20]=[CH:21][CH:22]=2)[N:17]=1. (3) Given the product [C:3]([O:7][C:8]([N:10]1[CH2:16][CH2:15][C:14]2[C:17]([O:22][CH2:28][C:27]3[CH:30]=[CH:31][C:24]([F:23])=[CH:25][CH:26]=3)=[C:18]([Cl:21])[CH:19]=[CH:20][C:13]=2[CH2:12][CH2:11]1)=[O:9])([CH3:6])([CH3:4])[CH3:5], predict the reactants needed to synthesize it. The reactants are: [H-].[Na+].[C:3]([O:7][C:8]([N:10]1[CH2:16][CH2:15][C:14]2[C:17]([OH:22])=[C:18]([Cl:21])[CH:19]=[CH:20][C:13]=2[CH2:12][CH2:11]1)=[O:9])([CH3:6])([CH3:5])[CH3:4].[F:23][C:24]1[CH:31]=[CH:30][C:27]([CH2:28]Br)=[CH:26][CH:25]=1. (4) Given the product [Cl:1][CH2:2][C:3]([N:7]([CH3:6])[CH2:8][CH2:9][C:10]1[CH:15]=[CH:14][CH:13]=[CH:12][CH:11]=1)=[O:4], predict the reactants needed to synthesize it. The reactants are: [Cl:1][CH2:2][C:3](Cl)=[O:4].[CH3:6][NH:7][CH2:8][CH2:9][C:10]1[CH:15]=[CH:14][CH:13]=[CH:12][CH:11]=1.C(N(CC)CC)C. (5) Given the product [N:10]1([C:7]2[CH:6]=[C:5]3[C:4](=[CH:9][CH:8]=2)[NH:17][CH:16]=[CH:15]3)[CH:14]=[N:13][CH:12]=[N:11]1, predict the reactants needed to synthesize it. The reactants are: [N+]([C:4]1[CH:9]=[CH:8][C:7]([N:10]2[CH:14]=[N:13][CH:12]=[N:11]2)=[CH:6][C:5]=1[CH:15]=[CH:16][N:17](C)C)([O-])=O.